This data is from Forward reaction prediction with 1.9M reactions from USPTO patents (1976-2016). The task is: Predict the product of the given reaction. (1) Given the reactants [N:1]1[CH:6]=[CH:5][C:4]([C:7]([O:9]C)=[O:8])=[N:3][CH:2]=1.BrC1C(C(O)=S)=NC(C)=NC=1, predict the reaction product. The product is: [N:1]1[CH:6]=[CH:5][C:4]([C:7]([OH:9])=[O:8])=[N:3][CH:2]=1. (2) Given the reactants Cl[C:2]1[CH:7]=[N:6][CH:5]=[C:4]([O:8][CH2:9][CH2:10][C:11]2[N:12]=[C:13]([C:17]3[CH:22]=[CH:21][CH:20]=[CH:19][CH:18]=3)[O:14][C:15]=2[CH3:16])[N:3]=1.CC1OC(C2C=CC=CC=2)=NC=1CCO.[NH:38]1[CH2:43][CH2:42][NH:41][CH2:40][CH2:39]1.C([O-])([O-])=O.[K+].[K+].O=[O+][O-], predict the reaction product. The product is: [CH3:16][C:15]1[O:14][C:13]([C:17]2[CH:22]=[CH:21][CH:20]=[CH:19][CH:18]=2)=[N:12][C:11]=1[CH2:10][CH2:9][O:8][C:4]1[CH:5]=[N:6][CH:7]=[C:2]([N:38]2[CH2:43][CH2:42][NH:41][CH2:40][CH2:39]2)[N:3]=1. (3) Given the reactants [CH:1]1([NH:7][C:8]2[CH:13]=[CH:12][CH:11]=[C:10]([NH:14][CH:15]3[CH2:20][CH2:19][CH2:18][CH2:17][CH2:16]3)[CH:9]=2)[CH2:6][CH2:5][CH2:4][CH2:3][CH2:2]1.[CH:21](=O)[CH2:22][CH2:23][CH3:24].[H][H], predict the reaction product. The product is: [CH:15]1([NH:14][C:10]2[CH:11]=[CH:12][C:13]([CH2:21][CH2:22][CH2:23][CH3:24])=[C:8]([NH:7][CH:1]3[CH2:6][CH2:5][CH2:4][CH2:3][CH2:2]3)[CH:9]=2)[CH2:20][CH2:19][CH2:18][CH2:17][CH2:16]1. (4) The product is: [CH3:11][C:10]1[C:5]([C:3]([OH:4])=[O:2])=[N:6][CH:7]=[C:8]([C:12]2[CH:17]=[CH:16][CH:15]=[C:14]([C:18]([F:19])([F:20])[F:21])[CH:13]=2)[CH:9]=1. Given the reactants C[O:2][C:3]([C:5]1[C:10]([CH3:11])=[CH:9][C:8]([C:12]2[CH:17]=[CH:16][CH:15]=[C:14]([C:18]([F:21])([F:20])[F:19])[CH:13]=2)=[CH:7][N:6]=1)=[O:4].[OH-].[Li+], predict the reaction product. (5) Given the reactants F[B-](F)(F)F.[C:6]1(=[O:20])[N:10](OC(N(C)C)=[N+](C)C)[C:9](=[O:19])[CH2:8][CH2:7]1.[C:21]([C:24]1[CH:32]=[CH:31][C:27]([C:28]([OH:30])=[O:29])=[CH:26][CH:25]=1)(=[O:23])[CH3:22].C(N(CC)CC)C, predict the reaction product. The product is: [O:19]=[C:9]1[CH2:8][CH2:7][C:6](=[O:20])[N:10]1[O:29][C:28](=[O:30])[C:27]1[CH:31]=[CH:32][C:24]([C:21](=[O:23])[CH3:22])=[CH:25][CH:26]=1. (6) Given the reactants C(Cl)(=O)OC.C(N(CC)CC)C.[CH2:13]([C:15]1[C:16]([O:40]C(OC)=O)=[CH:17][C:18]([O:35]C(OC)=O)=[C:19]([C:25]2[CH:26]=[C:27]([CH:32]=[CH:33][CH:34]=2)[C:28]([O:30][CH3:31])=[O:29])[C:20]=1[CH2:21][CH2:22][O:23][CH3:24])[CH3:14].[BH4-].[Na+].N, predict the reaction product. The product is: [CH2:13]([C:15]1[C:16]([OH:40])=[CH:17][C:18]([OH:35])=[C:19]([C:25]2[CH:26]=[C:27]([CH:32]=[CH:33][CH:34]=2)[C:28]([O:30][CH3:31])=[O:29])[C:20]=1[CH2:21][CH2:22][O:23][CH3:24])[CH3:14]. (7) Given the reactants [CH3:1][O:2][C:3]1[CH:22]=[CH:21][C:6]([CH2:7][C@@H:8]2[C:12]3=[N:13][C:14]4[CH:19]=[CH:18][CH:17]=[CH:16][C:15]=4[N:11]3[C:10](=[O:20])[NH:9]2)=[CH:5][CH:4]=1.Cl.[C:24]1([CH2:30][CH2:31][N:32]2[CH2:37][CH2:36][CH:35]([NH2:38])[CH2:34][CH2:33]2)[CH:29]=[CH:28][CH:27]=[CH:26][CH:25]=1.C(O)(C(F)(F)F)=O, predict the reaction product. The product is: [NH:13]1[C:14]2[CH:19]=[CH:18][CH:17]=[CH:16][C:15]=2[N:11]=[C:12]1[C@H:8]([NH:9][C:10]([NH:38][CH:35]1[CH2:36][CH2:37][N:32]([CH2:31][CH2:30][C:24]2[CH:29]=[CH:28][CH:27]=[CH:26][CH:25]=2)[CH2:33][CH2:34]1)=[O:20])[CH2:7][C:6]1[CH:5]=[CH:4][C:3]([O:2][CH3:1])=[CH:22][CH:21]=1. (8) Given the reactants Cl[C:2]1[C:7]([N+:8]([O-:10])=[O:9])=[C:6]([Cl:11])[N:5]=[C:4]([CH3:12])[N:3]=1.[NH2:13][C:14]1[CH:19]=[CH:18][C:17]([CH2:20][CH2:21][OH:22])=[CH:16][CH:15]=1.C(N(CC)CC)C, predict the reaction product. The product is: [Cl:11][C:6]1[N:5]=[C:4]([CH3:12])[N:3]=[C:2]([NH:13][C:14]2[CH:19]=[CH:18][C:17]([CH2:20][CH2:21][OH:22])=[CH:16][CH:15]=2)[C:7]=1[N+:8]([O-:10])=[O:9]. (9) Given the reactants [C:1](OC)(=[O:3])C.[C:6](#[N:14])[CH2:7][CH2:8][CH2:9][CH2:10][CH2:11][CH2:12][CH3:13].[ClH:15].CC1CCCCC1, predict the reaction product. The product is: [ClH:15].[C:6](=[NH:14])([O:3][CH3:1])[CH2:7][CH2:8][CH2:9][CH2:10][CH2:11][CH2:12][CH3:13].